Dataset: Forward reaction prediction with 1.9M reactions from USPTO patents (1976-2016). Task: Predict the product of the given reaction. (1) Given the reactants [NH2:1][C:2]1[CH:3]=[C:4]([CH:17]=[CH:18][C:19]=1[F:20])[CH2:5][C:6]1[C:15]2[C:10](=[CH:11][CH:12]=[CH:13][CH:14]=2)[C:9](=[O:16])[NH:8][N:7]=1.[C:21]1(=[O:28])[O:27][C:25](=[O:26])[CH2:24][CH2:23][CH2:22]1, predict the reaction product. The product is: [F:20][C:19]1[CH:18]=[CH:17][C:4]([CH2:5][C:6]2[C:15]3[C:10](=[CH:11][CH:12]=[CH:13][CH:14]=3)[C:9](=[O:16])[NH:8][N:7]=2)=[CH:3][C:2]=1[NH:1][C:21]([CH2:22][CH2:23][CH2:24][C:25]([OH:27])=[O:26])=[O:28]. (2) Given the reactants [C:1]1([OH:7])[CH:6]=[CH:5][CH:4]=[CH:3][CH:2]=1.[H-].[Na+].[NH2:10][C:11]1[C:12]([C:18]([NH:20][C:21]2[CH:26]=[CH:25][CH:24]=[CH:23][CH:22]=2)=[O:19])=[N:13][C:14](Br)=[CH:15][N:16]=1, predict the reaction product. The product is: [NH2:10][C:11]1[C:12]([C:18]([NH:20][C:21]2[CH:22]=[CH:23][CH:24]=[CH:25][CH:26]=2)=[O:19])=[N:13][C:14]([O:7][C:1]2[CH:6]=[CH:5][CH:4]=[CH:3][CH:2]=2)=[CH:15][N:16]=1. (3) Given the reactants [C:1]([O:4][N:5]1[C:13]([CH2:16][CH3:17])([CH2:14][CH3:15])[C:12]2[C:7](=[CH:8][CH:9]=C(C)[CH:11]=2)[C:6]1([CH2:21][CH3:22])[CH2:19][CH3:20])(=[O:3])[CH3:2].S([O-])([O-])(=O)=O.[Mg+2].[Mn]([O-])(=O)(=O)=[O:30].[K+].[CH:35]([OH:38])([CH3:37])C, predict the reaction product. The product is: [C:1]([O:4][N:5]1[C:13]([CH2:16][CH3:17])([CH2:14][CH3:15])[C:12]2[C:7](=[CH:8][CH:9]=[C:37]([C:35]([OH:38])=[O:30])[CH:11]=2)[C:6]1([CH2:21][CH3:22])[CH2:19][CH3:20])(=[O:3])[CH3:2]. (4) Given the reactants [OH:1][CH2:2][C:3]1[CH:11]=[CH:10][C:6]([C:7]([OH:9])=O)=[CH:5][C:4]=1[C:12]([F:15])([F:14])[F:13].[NH2:16][C@H:17]1[C@H:22]2[C@@H:18]1[O:19][C:20]1[CH:26]=[CH:25][C:24]([O:27][C:28]3[CH:37]=[CH:36][N:35]=[C:34]4[C:29]=3[CH2:30][CH2:31][C:32](=[O:38])[NH:33]4)=[CH:23][C:21]=12.CN(C(ON1N=NC2C=CC=NC1=2)=[N+](C)C)C.F[P-](F)(F)(F)(F)F.CCN(C(C)C)C(C)C, predict the reaction product. The product is: [OH:1][CH2:2][C:3]1[CH:11]=[CH:10][C:6]([C:7]([NH:16][C@H:17]2[C@H:22]3[C@@H:18]2[O:19][C:20]2[CH:26]=[CH:25][C:24]([O:27][C:28]4[C:29]5[CH2:30][CH2:31][C:32](=[O:38])[NH:33][C:34]=5[N:35]=[CH:36][CH:37]=4)=[CH:23][C:21]=23)=[O:9])=[CH:5][C:4]=1[C:12]([F:15])([F:14])[F:13]. (5) Given the reactants [CH3:1][CH2:2][O:3][C:4]([CH2:6]P(OCC)(OCC)=O)=[O:5].[H-].[Na+].[C:17]1(=O)[CH2:20][CH2:19][CH2:18]1.O, predict the reaction product. The product is: [C:17]1(=[CH:6][C:4]([O:3][CH2:2][CH3:1])=[O:5])[CH2:20][CH2:19][CH2:18]1. (6) Given the reactants Cl.Cl.[NH2:3][CH2:4][CH2:5][CH2:6][CH2:7][CH2:8][CH2:9][CH2:10][CH2:11][CH2:12][N:13]1[CH2:18][CH2:17][CH:16]([O:19][C:20](=[O:34])[NH:21][C:22]2[CH:27]=[CH:26][CH:25]=[CH:24][C:23]=2[C:28]2[CH:33]=[CH:32][CH:31]=[CH:30][CH:29]=2)[CH2:15][CH2:14]1.[OH:35][C:36]1[CH:43]=[C:42]([Cl:44])[C:41]([F:45])=[CH:40][C:37]=1[CH:38]=O, predict the reaction product. The product is: [OH:35][C:36]1[CH:43]=[C:42]([Cl:44])[C:41]([F:45])=[CH:40][C:37]=1[CH2:38][NH:3][CH2:4][CH2:5][CH2:6][CH2:7][CH2:8][CH2:9][CH2:10][CH2:11][CH2:12][N:13]1[CH2:18][CH2:17][CH:16]([O:19][C:20](=[O:34])[NH:21][C:22]2[CH:27]=[CH:26][CH:25]=[CH:24][C:23]=2[C:28]2[CH:33]=[CH:32][CH:31]=[CH:30][CH:29]=2)[CH2:15][CH2:14]1. (7) Given the reactants [C:1]([O:5][C:6](=[O:32])[N:7]([C@H:11]1[CH2:19][CH2:18][CH2:17][C@H:16]([CH2:20][C:21]2[CH:26]=[CH:25][C:24]([O:27][CH3:28])=[CH:23][CH:22]=2)[C@@H:15]([OH:29])[C@H:14]([CH3:30])[O:13][C:12]1=[O:31])[CH2:8][O:9][CH3:10])([CH3:4])([CH3:3])[CH3:2].C(=O)(OC(C)(C)C)O[CH2:35][CH:36]=[CH2:37], predict the reaction product. The product is: [C:1]([O:5][C:6](=[O:32])[N:7]([C@H:11]1[CH2:19][CH2:18][CH2:17][C@H:16]([CH2:20][C:21]2[CH:26]=[CH:25][C:24]([O:27][CH3:28])=[CH:23][CH:22]=2)[C@@H:15]([O:29][CH2:37][CH:36]=[CH2:35])[C@H:14]([CH3:30])[O:13][C:12]1=[O:31])[CH2:8][O:9][CH3:10])([CH3:2])([CH3:4])[CH3:3].